This data is from Catalyst prediction with 721,799 reactions and 888 catalyst types from USPTO. The task is: Predict which catalyst facilitates the given reaction. (1) Reactant: [NH2:1][C:2]1[CH:10]=[CH:9][C:5]([C:6]([NH2:8])=[O:7])=[CH:4][N:3]=1.Br[CH2:12][C:13]([C:15]1[CH:20]=[CH:19][C:18]([F:21])=[C:17]([F:22])[CH:16]=1)=O.[OH-].[Na+]. Product: [F:22][C:17]1[CH:16]=[C:15]([C:13]2[N:1]=[C:2]3[CH:10]=[CH:9][C:5]([C:6]([NH2:8])=[O:7])=[CH:4][N:3]3[CH:12]=2)[CH:20]=[CH:19][C:18]=1[F:21]. The catalyst class is: 8. (2) Reactant: [C:1]([C:5]1[CH:6]=[C:7]([OH:11])[CH:8]=[CH:9][CH:10]=1)([CH3:4])([CH3:3])[CH3:2].Cl[C:13]1[C:18]([C:19]([F:22])([F:21])[F:20])=[CH:17][C:16]([N+:23]([O-:25])=[O:24])=[C:15]([CH3:26])[CH:14]=1.C(=O)([O-])[O-].[K+].[K+].O. Product: [C:1]([C:5]1[CH:6]=[C:7]([CH:8]=[CH:9][CH:10]=1)[O:11][C:13]1[C:18]([C:19]([F:20])([F:22])[F:21])=[CH:17][C:16]([N+:23]([O-:25])=[O:24])=[C:15]([CH3:26])[CH:14]=1)([CH3:4])([CH3:2])[CH3:3]. The catalyst class is: 9.